Dataset: Forward reaction prediction with 1.9M reactions from USPTO patents (1976-2016). Task: Predict the product of the given reaction. (1) Given the reactants [Cl:1][C:2]1[CH:9]=[CH:8][C:5]([CH:6]=O)=[CH:4][C:3]=1[F:10].C([O-])(=O)C.[NH4+].[N+:16]([CH3:19])([O-:18])=[O:17].O, predict the reaction product. The product is: [Cl:1][C:2]1[CH:9]=[CH:8][C:5](/[CH:6]=[CH:19]/[N+:16]([O-:18])=[O:17])=[CH:4][C:3]=1[F:10]. (2) Given the reactants [CH3:1][O:2][C:3]1[CH:8]=[CH:7][CH:6]=[CH:5][C:4]=1B(O)O.[Br:12][C:13]1[CH:14]=[CH:15][C:16]([CH:23]=[O:24])=[C:17]([CH:22]=1)[C:18]([O:20]C)=O.P([O-])([O-])([O-])=O.[K+].[K+].[K+], predict the reaction product. The product is: [Br:12][C:13]1[CH:22]=[C:17]2[C:16]([CH:23]([C:4]3[CH:5]=[CH:6][CH:7]=[CH:8][C:3]=3[O:2][CH3:1])[O:24][C:18]2=[O:20])=[CH:15][CH:14]=1. (3) Given the reactants [CH:1]1[C:6]([OH:7])=[CH:5][CH:4]=[C:3]([O:8][C:9]2[C:14]([I:15])=[CH:13][C:12]([CH2:16][C:17]([OH:19])=[O:18])=[CH:11][C:10]=2[I:20])[CH:2]=1.S(=O)(=O)(O)O.[CH3:26]O, predict the reaction product. The product is: [OH:7][C:6]1[CH:5]=[CH:4][C:3]([O:8][C:9]2[C:10]([I:20])=[CH:11][C:12]([CH2:16][C:17]([O:19][CH3:26])=[O:18])=[CH:13][C:14]=2[I:15])=[CH:2][CH:1]=1. (4) Given the reactants [Br:1][C:2]1[C:3]([CH3:9])=[N:4][C:5](Cl)=[CH:6][CH:7]=1.[NH:10]1[CH2:14][CH2:13][C@@H:12]([OH:15])[CH2:11]1.CCN(CC)CC, predict the reaction product. The product is: [Br:1][C:2]1[CH:7]=[CH:6][C:5]([N:10]2[CH2:14][CH2:13][C@@H:12]([OH:15])[CH2:11]2)=[N:4][C:3]=1[CH3:9]. (5) Given the reactants C1C[O:4][CH2:3][CH2:2]1.[CH3:6][C@@:7]12[C@H:16]3[CH2:17][CH2:18][C@:19]4([CH3:30])[C:23]([C:24]5[CH:25]=[CH:26][CH:27]=[N:28][CH:29]=5)=[CH:22][CH2:21][C@H:20]4[C@@H:15]3[CH2:14][CH:13]=[C:12]1[CH2:11][C@@H:10]([OH:31])[CH2:9][CH2:8]2.C(N(CC)CC)C.C(OC(=O)C)(=O)C, predict the reaction product. The product is: [CH3:2][C:3]([O:31][C@@H:10]1[CH2:11][C:12]2[C@@:7]([CH3:6])([C@@H:16]3[C@@H:15]([CH2:14][CH:13]=2)[C@@H:20]2[CH2:21][CH:22]=[C:23]([C:24]4[CH:25]=[CH:26][CH:27]=[N:28][CH:29]=4)[C@@:19]2([CH3:30])[CH2:18][CH2:17]3)[CH2:8][CH2:9]1)=[O:4]. (6) Given the reactants [C-]#N.[Na+].[CH3:4][O:5][N:6]=[C:7]1[C:15]2[C:10](=[CH:11][C:12]([CH:16]=[O:17])=[CH:13][CH:14]=2)[CH2:9][CH2:8]1.[CH3:18][N:19]([CH3:51])[CH2:20][CH2:21][O:22][C:23]1[CH:28]=[CH:27][C:26]([C:29]2NC(C3C=C4C(=CC=3)C(=NO)CC4)=[C:31]([C:45]3[CH:50]=[CH:49][N:48]=[CH:47][CH:46]=3)[CH:30]=2)=[CH:25][CH:24]=1.C(=O)([O-])[OH:53].[Na+], predict the reaction product. The product is: [CH3:18][N:19]([CH3:51])[CH2:20][CH2:21][O:22][C:23]1[CH:28]=[CH:27][C:26]([C:29](=[O:53])[CH2:30][CH:31]([C:45]2[CH:50]=[CH:49][N:48]=[CH:47][CH:46]=2)[C:16]([C:12]2[CH:11]=[C:10]3[C:15](=[CH:14][CH:13]=2)[C:7](=[N:6][O:5][CH3:4])[CH2:8][CH2:9]3)=[O:17])=[CH:25][CH:24]=1. (7) The product is: [NH:1]1[C:9]2[C:4](=[CH:5][CH:6]=[CH:7][CH:8]=2)[C:3]([C:10]2[C:18]3[C:13](=[CH:14][CH:15]=[CH:16][CH:17]=3)[NH:12][C:11]=2[C:29]([OH:31])=[O:30])=[CH:2]1. Given the reactants [NH:1]1[C:9]2[C:4](=[CH:5][CH:6]=[CH:7][CH:8]=2)[C:3]([C:10]2[C:18]3[C:13](=[CH:14][CH:15]=[CH:16][CH:17]=3)[N:12](S(C3C=CC(C)=CC=3)(=O)=O)[C:11]=2[C:29]([OH:31])=[O:30])=[CH:2]1.[Li+].[OH-], predict the reaction product. (8) Given the reactants [CH3:1][O:2][C:3]1[C:4]([NH:15][C:16](=[O:20])OCC)=[N:5][C:6]2[C:11]([N:12]=1)=[CH:10][C:9]([O:13][CH3:14])=[CH:8][CH:7]=2.[C:21]([C:24]1[CH:29]=[CH:28][C:27]([N:30]2[CH2:35][CH2:34][NH:33][CH2:32][CH2:31]2)=[CH:26][CH:25]=1)(=[O:23])[CH3:22], predict the reaction product. The product is: [CH3:1][O:2][C:3]1[C:4]([NH:15][C:16]([N:33]2[CH2:32][CH2:31][N:30]([C:27]3[CH:26]=[CH:25][C:24]([C:21](=[O:23])[CH3:22])=[CH:29][CH:28]=3)[CH2:35][CH2:34]2)=[O:20])=[N:5][C:6]2[C:11]([N:12]=1)=[CH:10][C:9]([O:13][CH3:14])=[CH:8][CH:7]=2. (9) Given the reactants C(OC([N:8]1[C:12]2=[C:13]([Cl:25])[N:14]=[CH:15][C:16]([C:17]([N:19]3[CH2:24][CH2:23][O:22][CH2:21][CH2:20]3)=[O:18])=[C:11]2[C:10]([CH3:26])=[CH:9]1)=O)(C)(C)C.[CH:27]1([NH2:33])[CH2:32][CH2:31][CH2:30][CH2:29][CH2:28]1.CS(O)(=O)=O, predict the reaction product. The product is: [ClH:25].[CH:27]1([NH:33][C:13]2[N:14]=[CH:15][C:16]([C:17]([N:19]3[CH2:20][CH2:21][O:22][CH2:23][CH2:24]3)=[O:18])=[C:11]3[C:10]([CH3:26])=[CH:9][NH:8][C:12]=23)[CH2:32][CH2:31][CH2:30][CH2:29][CH2:28]1.